From a dataset of Forward reaction prediction with 1.9M reactions from USPTO patents (1976-2016). Predict the product of the given reaction. (1) Given the reactants [CH2:1]([O:3][C:4](=[O:31])[C:5]([O:8][C:9]1[CH:14]=[CH:13][C:12]([O:15][CH2:16][CH2:17][C:18]2[N:19]=[C:20]([C:24]3[CH:29]=[CH:28][CH:27]=[C:26](Br)[CH:25]=3)[O:21][C:22]=2[CH3:23])=[CH:11][CH:10]=1)([CH3:7])[CH3:6])[CH3:2].[CH2:32](O)[CH3:33].[C:35]([O-:38])([O-])=O.[Na+].[Na+], predict the reaction product. The product is: [CH2:1]([O:3][C:4](=[O:31])[C:5]([O:8][C:9]1[CH:14]=[CH:13][C:12]([O:15][CH2:16][CH2:17][C:18]2[N:19]=[C:20]([C:24]3[CH:25]=[C:26]([C:33]4[CH:32]=[CH:11][C:10]([CH:35]=[O:38])=[CH:9][CH:14]=4)[CH:27]=[CH:28][CH:29]=3)[O:21][C:22]=2[CH3:23])=[CH:11][CH:10]=1)([CH3:7])[CH3:6])[CH3:2]. (2) Given the reactants [Br:1][C:2]1[CH:7]=[CH:6][C:5]([S:8]([N:11]2[C:19]3[C:14](=[CH:15][CH:16]=[CH:17][CH:18]=3)[CH:13]=[C:12]2/[CH:20]=[CH:21]\[C:22]([O:24]CC)=[O:23])(=[O:10])=[O:9])=[CH:4][CH:3]=1.[OH-].[Na+].O.Cl, predict the reaction product. The product is: [Br:1][C:2]1[CH:7]=[CH:6][C:5]([S:8]([N:11]2[C:19]3[C:14](=[CH:15][CH:16]=[CH:17][CH:18]=3)[CH:13]=[C:12]2/[CH:20]=[CH:21]\[C:22]([OH:24])=[O:23])(=[O:10])=[O:9])=[CH:4][CH:3]=1. (3) Given the reactants [Cl:1][C:2]1[CH:3]=[CH:4][C:5]([O:17][CH2:18][C:19]2[CH:24]=[CH:23][CH:22]=[CH:21][C:20]=2[Cl:25])=[C:6]([CH2:8][C:9]2[N:10]=[C:11]([C:14](N)=[O:15])[S:12][CH:13]=2)[CH:7]=1.[OH-:26].[Na+:27], predict the reaction product. The product is: [Cl:1][C:2]1[CH:3]=[CH:4][C:5]([O:17][CH2:18][C:19]2[CH:24]=[CH:23][CH:22]=[CH:21][C:20]=2[Cl:25])=[C:6]([CH2:8][C:9]2[N:10]=[C:11]([C:14]([O-:26])=[O:15])[S:12][CH:13]=2)[CH:7]=1.[Na+:27]. (4) Given the reactants Br[C:2]1[CH:13]=[CH:12][C:5]2[N:6]=[C:7]([CH:9]3[CH2:11][CH2:10]3)[S:8][C:4]=2[CH:3]=1.[F:14][C:15]1[C:16]([CH3:46])=[C:17]([C@:21]2([C:34]([O:36][CH2:37][C:38]3[CH:43]=[CH:42][C:41]([O:44][CH3:45])=[CH:40][CH:39]=3)=[O:35])[CH2:25][CH2:24][C:23](OS(C(F)(F)F)(=O)=O)=[CH:22]2)[CH:18]=[CH:19][CH:20]=1, predict the reaction product. The product is: [CH:9]1([C:7]2[S:8][C:4]3[CH:3]=[C:2]([C:23]4[CH2:24][CH2:25][C@:21]([C:17]5[CH:18]=[CH:19][CH:20]=[C:15]([F:14])[C:16]=5[CH3:46])([C:34]([O:36][CH2:37][C:38]5[CH:43]=[CH:42][C:41]([O:44][CH3:45])=[CH:40][CH:39]=5)=[O:35])[CH:22]=4)[CH:13]=[CH:12][C:5]=3[N:6]=2)[CH2:11][CH2:10]1. (5) Given the reactants [NH2:1][C:2]1[N:7]=[C:6]([C:8]([O:10][CH3:11])=[O:9])[CH:5]=[C:4]([Br:12])[CH:3]=1.[C:13]([N:21]=[C:22]=[S:23])(=[O:20])[C:14]1[CH:19]=[CH:18][CH:17]=[CH:16][CH:15]=1.CCCCCC, predict the reaction product. The product is: [C:13]([NH:21][C:22](=[S:23])[NH:1][C:2]1[N:7]=[C:6]([C:8]([O:10][CH3:11])=[O:9])[CH:5]=[C:4]([Br:12])[CH:3]=1)(=[O:20])[C:14]1[CH:19]=[CH:18][CH:17]=[CH:16][CH:15]=1. (6) Given the reactants [F:1][C:2]1[CH:7]=[CH:6][C:5]([NH:8][C:9]2[CH2:14][C:13]([C:15]([O:17]C)=[O:16])=[C:12]([NH:19][C:20]3[CH:25]=[CH:24][C:23]([F:26])=[CH:22][CH:21]=3)[CH2:11][C:10]=2[C:27]([O:29]C)=[O:28])=[CH:4][CH:3]=1.[Na].[N+](C1C=C(S(O)(=O)=O)C=CC=1)([O-])=O.[OH-].[Na+].Cl, predict the reaction product. The product is: [F:1][C:2]1[CH:3]=[CH:4][C:5]([NH:8][C:9]2[CH:14]=[C:13]([C:15]([OH:17])=[O:16])[C:12]([NH:19][C:20]3[CH:25]=[CH:24][C:23]([F:26])=[CH:22][CH:21]=3)=[CH:11][C:10]=2[C:27]([OH:29])=[O:28])=[CH:6][CH:7]=1. (7) Given the reactants [CH:1]1([NH:4][C:5]2[C:10]([CH:11]=O)=[CH:9][N:8]=[C:7]([S:13][CH3:14])[N:6]=2)[CH2:3][CH2:2]1.[F:15][C:16]1[C:21]([O:22][CH3:23])=[CH:20][C:19]([O:24][CH3:25])=[C:18]([F:26])[C:17]=1[NH2:27].C12(CS(O)(=O)=O)C(C)(C)C(CC1)CC2=O, predict the reaction product. The product is: [CH:1]1([NH:4][C:5]2[C:10]([CH:11]=[N:27][C:17]3[C:18]([F:26])=[C:19]([O:24][CH3:25])[CH:20]=[C:21]([O:22][CH3:23])[C:16]=3[F:15])=[CH:9][N:8]=[C:7]([S:13][CH3:14])[N:6]=2)[CH2:3][CH2:2]1. (8) Given the reactants [OH-].[Na+].CC(O)CC.[OH:8][C:9]1[C:14]([C:15]([C:23]2[CH:28]=[CH:27][CH:26]=[CH:25][CH:24]=2)([C:17]2[CH:22]=[CH:21][CH:20]=[CH:19][CH:18]=2)[CH3:16])=[CH:13][C:12]([C:29]([CH3:32])([CH3:31])[CH3:30])=[CH:11][C:10]=1[N:33]1[N+:37]([O-])=[C:36]2[CH:39]=[CH:40][CH:41]=[CH:42][C:35]2=[N:34]1, predict the reaction product. The product is: [OH:8][C:9]1[C:14]([C:15]([C:23]2[CH:28]=[CH:27][CH:26]=[CH:25][CH:24]=2)([C:17]2[CH:18]=[CH:19][CH:20]=[CH:21][CH:22]=2)[CH3:16])=[CH:13][C:12]([C:29]([CH3:30])([CH3:31])[CH3:32])=[CH:11][C:10]=1[N:33]1[N:37]=[C:36]2[CH:39]=[CH:40][CH:41]=[CH:42][C:35]2=[N:34]1. (9) The product is: [CH2:8]([O:10][C:11](=[O:41])[N:12]([CH2:26][C@H:27]([O:40][C:1](=[O:3])[CH3:2])[CH2:28][N:29]1[C:33](=[O:34])[C:32]2=[CH:35][CH:36]=[CH:37][CH:38]=[C:31]2[C:30]1=[O:39])[C:13]1[CH:18]=[CH:17][C:16]([N:19]2[CH2:20][CH2:21][O:22][CH2:23][CH2:24]2)=[C:15]([F:25])[CH:14]=1)[CH3:9]. Given the reactants [C:1](OC(=O)C)(=[O:3])[CH3:2].[CH2:8]([O:10][C:11](=[O:41])[N:12]([CH2:26][C@H:27]([OH:40])[CH2:28][N:29]1[C:33](=[O:34])[C:32]2=[CH:35][CH:36]=[CH:37][CH:38]=[C:31]2[C:30]1=[O:39])[C:13]1[CH:18]=[CH:17][C:16]([N:19]2[CH2:24][CH2:23][O:22][CH2:21][CH2:20]2)=[C:15]([F:25])[CH:14]=1)[CH3:9], predict the reaction product. (10) Given the reactants C(O[C:6]([N:8]1[CH2:12][C:11](=[N:13][O:14][CH3:15])[CH2:10][C@H:9]1[C:16]([OH:18])=O)=[O:7])(C)(C)C.[C:19]1([C:28]2[CH:33]=[CH:32][CH:31]=[CH:30][CH:29]=2)[CH:24]=[CH:23][C:22](C(Cl)=O)=[CH:21][CH:20]=1.[NH2:34][C@@H:35]1[C@@H:40]2[CH2:41][C@@H:37]([CH2:38][CH2:39]2)[C@@H:36]1[CH2:42][OH:43], predict the reaction product. The product is: [C:28]1([C:19]2[CH:20]=[CH:21][CH:22]=[CH:23][CH:24]=2)[CH:29]=[CH:30][C:31]([C:6]([N:8]2[CH2:12][C:11](=[N:13][O:14][CH3:15])[CH2:10][C@H:9]2[C:16]([NH:34][C@H:35]2[C@@H:36]([CH2:42][OH:43])[C@H:37]3[CH2:41][C@@H:40]2[CH2:39][CH2:38]3)=[O:18])=[O:7])=[CH:32][CH:33]=1.